This data is from Reaction yield outcomes from USPTO patents with 853,638 reactions. The task is: Predict the reaction yield, written as a fraction of the theoretical maximum amount of product (1.0 means a 100% yield; for example, 0.34 means a 34% yield). The reactants are [CH3:1][O:2][C:3]([SiH3:8])(OC)OC.C(O[CH2:12][CH3:13])C.[CH2:14]([Si:17]([CH2:26][CH:27]=[CH2:28])([CH2:23][CH:24]=[CH2:25])[CH2:18][CH2:19][CH2:20][Mg]Br)[CH:15]=[CH2:16].Cl. The catalyst is O. The product is [CH2:14]([Si:17]([CH2:26][CH:12]=[CH2:13])([CH2:18][CH:19]=[CH2:20])[CH2:23][CH2:24][CH2:25][SiH:8]([CH2:20][CH2:19][CH2:18][Si:17]([CH2:26][CH:27]=[CH2:28])([CH2:14][CH:15]=[CH2:16])[CH2:23][CH:24]=[CH2:25])[CH2:3][O:2][CH3:1])[CH:15]=[CH2:16]. The yield is 0.620.